From a dataset of Full USPTO retrosynthesis dataset with 1.9M reactions from patents (1976-2016). Predict the reactants needed to synthesize the given product. (1) Given the product [CH:53]1([S:50]([NH:49][C:47]([C@@:13]23[CH2:46][C@H:12]2[CH:11]=[CH:10][CH2:9][CH2:8][CH2:7][CH2:6][CH2:5][C@H:4]([NH:3][C:69]([N:59]([CH3:60])[CH3:56])=[O:75])[C:18](=[O:19])[N:17]2[CH2:20][C@H:21]([O:23][C:24]4[C:33]5[C:28](=[CH:29][C:30]([O:34][CH3:35])=[C:31]([CH3:77])[CH:32]=5)[N:27]=[C:26]([C:37]5[S:38][CH:39]=[C:40]([CH:42]([CH3:43])[CH3:44])[N:41]=5)[CH:25]=4)[CH2:22][C@H:16]2[C:15](=[O:45])[NH:14]3)=[O:48])(=[O:52])=[O:51])[CH2:55][CH2:54]1, predict the reactants needed to synthesize it. The reactants are: Cl.Cl.[NH2:3][C@@H:4]1[C:18](=[O:19])[N:17]2[CH2:20][C@H:21]([O:23][C:24]3[C:33]4[C:28](=[C:29](C)[C:30]([O:34][CH3:35])=[CH:31][CH:32]=4)[N:27]=[C:26]([C:37]4[S:38][CH:39]=[C:40]([CH:42]([CH3:44])[CH3:43])[N:41]=4)[CH:25]=3)[CH2:22][C@H:16]2[C:15](=[O:45])[NH:14][C@:13]2([C:47]([NH:49][S:50]([CH:53]3[CH2:55][CH2:54]3)(=[O:52])=[O:51])=[O:48])[CH2:46][C@H:12]2[CH:11]=[CH:10][CH2:9][CH2:8][CH2:7][CH2:6][CH2:5]1.[CH:56]([N:59](CC)[CH:60](C)C)(C)C.ClC(Cl)(O[C:69](=[O:75])OC(Cl)(Cl)Cl)Cl.[CH3:77]NC. (2) Given the product [CH3:11][C:8]1([CH3:12])[CH2:7][NH:6][C:5]2[N:13]=[CH:14][C:2](/[CH:19]=[CH:18]/[C:17]([N:16]([CH3:15])[CH2:21][C:22]3[O:23][C:24]4[CH:31]=[CH:30][CH:29]=[CH:28][C:25]=4[C:26]=3[CH3:27])=[O:20])=[CH:3][C:4]=2[CH:10]=[N:9]1, predict the reactants needed to synthesize it. The reactants are: Br[C:2]1[CH:14]=[N:13][C:5]2[NH:6][CH2:7][C:8]([CH3:12])([CH3:11])[N:9]=[CH:10][C:4]=2[CH:3]=1.[CH3:15][N:16]([CH2:21][C:22]1[O:23][C:24]2[CH:31]=[CH:30][CH:29]=[CH:28][C:25]=2[C:26]=1[CH3:27])[C:17](=[O:20])[CH:18]=[CH2:19].C(N(C(C)C)C(C)C)C.CC1C=CC=CC=1P(C1C=CC=CC=1C)C1C=CC=CC=1C. (3) The reactants are: Cl.[CH3:2][S:3]([C:6]1[CH:11]=[CH:10][C:9]([NH:12][NH2:13])=[CH:8][CH:7]=1)(=[O:5])=[O:4].CN(C)[CH:16]=[CH:17][C:18](=O)[CH:19](OC)[O:20]C. Given the product [CH3:2][S:3]([C:6]1[CH:7]=[CH:8][C:9]([N:12]2[C:18]([CH:19]=[O:20])=[CH:17][CH:16]=[N:13]2)=[CH:10][CH:11]=1)(=[O:5])=[O:4], predict the reactants needed to synthesize it. (4) Given the product [C:1]([O:5][C:6](=[O:7])[NH:8][CH:9]1[CH2:14][CH2:13][C:12]([C:31]2[CH:32]=[C:33]3[CH:39]=[CH:38][NH:37][C:34]3=[N:35][CH:36]=2)=[CH:11][CH2:10]1)([CH3:4])([CH3:3])[CH3:2], predict the reactants needed to synthesize it. The reactants are: [C:1]([O:5][C:6]([NH:8][CH:9]1[CH2:14][CH2:13][C:12](OS(C(F)(F)F)(=O)=O)=[CH:11][CH2:10]1)=[O:7])([CH3:4])([CH3:3])[CH3:2].CC1(C)C(C)(C)OB([C:31]2[CH:32]=[C:33]3[CH:39]=[CH:38][NH:37][C:34]3=[N:35][CH:36]=2)O1.C([O-])([O-])=O.[Na+].[Na+].